From a dataset of Full USPTO retrosynthesis dataset with 1.9M reactions from patents (1976-2016). Predict the reactants needed to synthesize the given product. (1) Given the product [Cl:13][CH2:14][CH2:15][CH2:16][O:17][C:18]1[CH:23]=[CH:22][C:21]([C:24]2[S:25][C:26]3[CH2:31][CH2:30][C:29]([CH3:1])([C:32]([O:34][CH2:35][CH3:36])=[O:33])[C:27]=3[N:28]=2)=[CH:20][CH:19]=1, predict the reactants needed to synthesize it. The reactants are: [CH:1](NC(C)C)(C)C.C([Li])CCC.[Cl:13][CH2:14][CH2:15][CH2:16][O:17][C:18]1[CH:23]=[CH:22][C:21]([C:24]2[S:25][C:26]3[CH2:31][CH2:30][CH:29]([C:32]([O:34][CH2:35][CH3:36])=[O:33])[C:27]=3[N:28]=2)=[CH:20][CH:19]=1.CI.[Cl-].[NH4+]. (2) The reactants are: [CH3:1][C:2]1[C:10]2[C:5](=[CH:6][CH:7]=[CH:8][C:9]=2[CH3:11])[N:4]([CH2:12][CH2:13][C:14]([NH:16][NH2:17])=[O:15])[CH:3]=1.[CH3:18][O:19][C:20]1[CH:21]=[C:22]([CH:30]=O)[CH:23]=[C:24]2[C:29]=1[N:28]=[CH:27][CH:26]=[CH:25]2. Given the product [CH3:1][C:2]1[C:10]2[C:5](=[CH:6][CH:7]=[CH:8][C:9]=2[CH3:11])[N:4]([CH2:12][CH2:13][C:14]([NH:16][N:17]=[CH:30][C:22]2[CH:23]=[C:24]3[C:29](=[C:20]([O:19][CH3:18])[CH:21]=2)[N:28]=[CH:27][CH:26]=[CH:25]3)=[O:15])[CH:3]=1, predict the reactants needed to synthesize it.